Dataset: Reaction yield outcomes from USPTO patents with 853,638 reactions. Task: Predict the reaction yield, written as a fraction of the theoretical maximum amount of product (1.0 means a 100% yield; for example, 0.34 means a 34% yield). (1) The reactants are [Cl:1][C:2]1[CH:3]=[C:4]2[C:8](=[CH:9][C:10]=1[Cl:11])[NH:7][CH:6]=[C:5]2[CH:12]=[O:13].[H-].[Na+].[CH3:16][O:17][C:18]1[CH:23]=[CH:22][C:21]([S:24](Cl)(=[O:26])=[O:25])=[CH:20][C:19]=1[N:28]1[CH2:33][CH2:32][N:31]([C:34](=[O:39])[C:35]([Cl:38])([Cl:37])[Cl:36])[CH2:30][CH2:29]1. The catalyst is C1COCC1. The product is [Cl:1][C:2]1[CH:3]=[C:4]2[C:8](=[CH:9][C:10]=1[Cl:11])[N:7]([S:24]([C:21]1[CH:22]=[CH:23][C:18]([O:17][CH3:16])=[C:19]([N:28]3[CH2:33][CH2:32][N:31]([C:34](=[O:39])[C:35]([Cl:38])([Cl:36])[Cl:37])[CH2:30][CH2:29]3)[CH:20]=1)(=[O:26])=[O:25])[CH:6]=[C:5]2[CH:12]=[O:13]. The yield is 0.730. (2) The reactants are [CH2:1]([O:3][C:4]([C:6]1[CH:15]([C:16]2[CH:21]=[CH:20][CH:19]=[CH:18][N:17]=2)[C:14]2[C:13](=[O:22])[CH2:12][C:11]([CH3:24])([CH3:23])[CH2:10][C:9]=2[NH:8][C:7]=1[CH2:25][O:26][CH2:27][CH2:28][N:29]=[N+]=[N-])=[O:5])[CH3:2].[Sn](Cl)Cl.C(Cl)Cl.CO. The catalyst is O.C(Cl)Cl.C([O-])(O)=O.[Na+]. The product is [CH2:1]([O:3][C:4]([C:6]1[CH:15]([C:16]2[CH:21]=[CH:20][CH:19]=[CH:18][N:17]=2)[C:14]2[C:13](=[O:22])[CH2:12][C:11]([CH3:23])([CH3:24])[CH2:10][C:9]=2[NH:8][C:7]=1[CH2:25][O:26][CH2:27][CH2:28][NH2:29])=[O:5])[CH3:2]. The yield is 0.695.